Dataset: Reaction yield outcomes from USPTO patents with 853,638 reactions. Task: Predict the reaction yield, written as a fraction of the theoretical maximum amount of product (1.0 means a 100% yield; for example, 0.34 means a 34% yield). The reactants are Br[C:2]1[CH:7]=[CH:6][C:5]([Cl:8])=[C:4]([O:9][CH3:10])[C:3]=1[F:11].C([Li])CCC.CN([CH:20]=[O:21])C. The catalyst is C(OCC)C. The product is [Cl:8][C:5]1[CH:6]=[CH:7][C:2]([CH:20]=[O:21])=[C:3]([F:11])[C:4]=1[O:9][CH3:10]. The yield is 0.610.